Dataset: Forward reaction prediction with 1.9M reactions from USPTO patents (1976-2016). Task: Predict the product of the given reaction. (1) The product is: [CH3:14][C:15]1[CH:20]=[CH:19][C:18]([O:5][CH:4]([C:6]2[CH:11]=[CH:10][C:9]([Br:12])=[CH:8][CH:7]=2)[C:3]([OH:2])=[O:13])=[CH:17][CH:16]=1.[Br:12][C:9]1[CH:8]=[CH:7][C:6]([CH:4]([O:21][C:18]2[CH:19]=[CH:20][C:15]([CH3:14])=[CH:16][CH:17]=2)[C:3]([NH:22][C:23]2[CH:28]=[CH:27][CH:26]=[CH:25][N:24]=2)=[O:13])=[CH:11][CH:10]=1. Given the reactants C[O:2][C:3](=[O:13])[CH:4]([C:6]1[CH:11]=[CH:10][C:9]([Br:12])=[CH:8][CH:7]=1)[OH:5].[CH3:14][C:15]1[CH:20]=[CH:19][C:18]([OH:21])=[CH:17][CH:16]=1.[NH2:22][C:23]1[CH:28]=[CH:27][CH:26]=[CH:25][N:24]=1, predict the reaction product. (2) The product is: [Cl:24][C:15]1[N:16]=[C:17]([N:18]2[CH2:23][CH2:22][O:21][CH2:20][CH2:19]2)[C:12]2[O:11][CH2:10][CH2:9][N:7]([CH3:6])[C:13]=2[N:14]=1. Given the reactants C(O[C:6](=O)[N:7]([CH2:9][CH2:10][O:11][C:12]1[C:13](Cl)=[N:14][C:15]([Cl:24])=[N:16][C:17]=1[N:18]1[CH2:23][CH2:22][O:21][CH2:20][CH2:19]1)C)(C)(C)C.Cl, predict the reaction product. (3) Given the reactants [CH2:1]([CH:3]([C:6]1[C:7]2[N:8]([C:13]([C:17]3[S:21][C:20]([N:22]([CH3:24])[CH3:23])=[N:19][C:18]=3[Cl:25])=[C:14]([CH3:16])[N:15]=2)[N:9]=[C:10]([CH3:12])[CH:11]=1)[CH2:4][CH3:5])[CH3:2].[CH3:26][S:27]([OH:30])(=[O:29])=[O:28], predict the reaction product. The product is: [S:27]([OH:30])(=[O:29])(=[O:28])[CH3:26].[CH2:1]([CH:3]([C:6]1[C:7]2[N:8]([C:13]([C:17]3[S:21][C:20]([N:22]([CH3:23])[CH3:24])=[N:19][C:18]=3[Cl:25])=[C:14]([CH3:16])[N:15]=2)[N:9]=[C:10]([CH3:12])[CH:11]=1)[CH2:4][CH3:5])[CH3:2]. (4) The product is: [Cl:34][C:14]1[N:13]=[C:12]([C@@H:2]([NH:1][C:50](=[O:51])[CH2:49][N:47]2[C:46]3[C:53]([F:57])([F:58])[C@@H:54]4[CH2:56][C@@H:55]4[C:45]=3[C:44]([CH:43]([F:59])[F:42])=[N:48]2)[CH2:3][C:4]2[CH:9]=[C:8]([F:10])[CH:7]=[C:6]([F:11])[CH:5]=2)[C:17]([C:18]2[CH:19]=[CH:20][C:21]([Cl:33])=[C:22]3[C:26]=2[N:25]([CH3:27])[N:24]=[C:23]3[NH:28][S:29]([CH3:32])(=[O:30])=[O:31])=[CH:16][CH:15]=1. Given the reactants [NH2:1][C@H:2]([C:12]1[C:17]([C:18]2[CH:19]=[CH:20][C:21]([Cl:33])=[C:22]3[C:26]=2[N:25]([CH3:27])[N:24]=[C:23]3[NH:28][S:29]([CH3:32])(=[O:31])=[O:30])=[CH:16][CH:15]=[C:14]([Cl:34])[N:13]=1)[CH2:3][C:4]1[CH:9]=[C:8]([F:10])[CH:7]=[C:6]([F:11])[CH:5]=1.CCN(CC)CC.[F:42][CH:43]([F:59])[C:44]1[C:45]2[C@H:55]3[CH2:56][C@H:54]3[C:53]([F:58])([F:57])[C:46]=2[N:47]([CH2:49][C:50](O)=[O:51])[N:48]=1.CN(C(ON1N=NC2C=CC=NC1=2)=[N+](C)C)C.F[P-](F)(F)(F)(F)F, predict the reaction product. (5) Given the reactants [C:1]([O:5][C:6](=[O:12])[NH:7][CH2:8][CH2:9][CH2:10][OH:11])([CH3:4])([CH3:3])[CH3:2].[H-].[Na+].[Cl:15][C:16]1[CH:21]=[CH:20][C:19](F)=[C:18]([N+:23]([O-:25])=[O:24])[CH:17]=1, predict the reaction product. The product is: [C:1]([O:5][C:6](=[O:12])[NH:7][CH2:8][CH2:9][CH2:10][O:11][C:19]1[CH:20]=[CH:21][C:16]([Cl:15])=[CH:17][C:18]=1[N+:23]([O-:25])=[O:24])([CH3:4])([CH3:2])[CH3:3]. (6) Given the reactants [CH3:1][O:2][C:3]1[N:12]=[C:11]2[C:6]([CH:7]=[CH:8][C:9](=[O:29])[N:10]2[CH2:13][CH2:14][N:15]2[CH2:20][CH2:19][CH:18]([NH:21]C(=O)OC(C)(C)C)[CH2:17][CH2:16]2)=[CH:5][CH:4]=1.[ClH:30].C(OCC)(=O)C, predict the reaction product. The product is: [ClH:30].[NH2:21][CH:18]1[CH2:17][CH2:16][N:15]([CH2:14][CH2:13][N:10]2[C:11]3[C:6](=[CH:5][CH:4]=[C:3]([O:2][CH3:1])[N:12]=3)[CH:7]=[CH:8][C:9]2=[O:29])[CH2:20][CH2:19]1. (7) Given the reactants [CH:1]1([C@@H:7]2[NH:12][C:11](=[O:13])[C@H:10]([CH2:14][CH:15]([CH3:17])[CH3:16])[NH:9][CH2:8]2)[CH2:6][CH2:5][CH2:4][CH2:3][CH2:2]1.[F:18][C:19]1[CH:24]=[CH:23][C:22]([C:25]2[CH:29]=[C:28]([C:30](O)=[O:31])[O:27][N:26]=2)=[CH:21][CH:20]=1.C([C@@H]1N(C(=O)/C=C/C2C=CC=CC=2)C[C@H](CC(C)C)NC1=O)C(C)C, predict the reaction product. The product is: [CH:1]1([C@@H:7]2[NH:12][C:11](=[O:13])[C@H:10]([CH2:14][CH:15]([CH3:17])[CH3:16])[N:9]([C:30]([C:28]3[O:27][N:26]=[C:25]([C:22]4[CH:23]=[CH:24][C:19]([F:18])=[CH:20][CH:21]=4)[CH:29]=3)=[O:31])[CH2:8]2)[CH2:2][CH2:3][CH2:4][CH2:5][CH2:6]1. (8) Given the reactants [Br:1][C:2]1[CH:7]=[CH:6][C:5]([NH:8][C:9]2[C:10]([C:19](O)=[O:20])=[CH:11][C:12]3[O:16][CH:15]=[N:14][C:13]=3[C:17]=2[F:18])=[C:4]([Cl:22])[CH:3]=1.C1C=CC2N(O)N=NC=2C=1.CCN=C=NCCCN(C)C.[CH:44]([O:46][CH2:47][CH2:48][O:49][NH2:50])=[CH2:45].[NH4+].[Cl-], predict the reaction product. The product is: [Br:1][C:2]1[CH:7]=[CH:6][C:5]([NH:8][C:9]2[C:10]([C:19]([NH:50][O:49][CH2:48][CH2:47][O:46][CH:44]=[CH2:45])=[O:20])=[CH:11][C:12]3[O:16][CH:15]=[N:14][C:13]=3[C:17]=2[F:18])=[C:4]([Cl:22])[CH:3]=1. (9) The product is: [CH2:20]1[C:21]2[C:26](=[CH:25][CH:24]=[CH:23][CH:22]=2)[CH2:27][CH:19]1[NH:18][C:15]1[N:16]=[CH:17][C:12]2[CH2:11][N:10]([C:8]([C:5]3[N:6]=[N:7][C:2]([C:35]#[C:34][Si:31]([CH3:33])([CH3:32])[CH3:30])=[CH:3][CH:4]=3)=[O:9])[CH2:29][CH2:28][C:13]=2[N:14]=1. Given the reactants Cl[C:2]1[N:7]=[N:6][C:5]([C:8]([N:10]2[CH2:29][CH2:28][C:13]3[N:14]=[C:15]([NH:18][CH:19]4[CH2:27][C:26]5[C:21](=[CH:22][CH:23]=[CH:24][CH:25]=5)[CH2:20]4)[N:16]=[CH:17][C:12]=3[CH2:11]2)=[O:9])=[CH:4][CH:3]=1.[CH3:30][Si:31]([C:34]#[CH:35])([CH3:33])[CH3:32], predict the reaction product. (10) Given the reactants [CH3:1][CH:2]([NH2:5])[C:3]#[CH:4].Cl.CCN(CC)CC.[Cl:14][C:15]1[C:23]([C:24]([F:27])([F:26])[F:25])=[CH:22][CH:21]=[CH:20][C:16]=1[C:17](Cl)=[O:18], predict the reaction product. The product is: [CH3:1][CH:2]([NH:5][C:17](=[O:18])[C:16]1[CH:20]=[CH:21][CH:22]=[C:23]([C:24]([F:25])([F:26])[F:27])[C:15]=1[Cl:14])[C:3]#[CH:4].